This data is from Forward reaction prediction with 1.9M reactions from USPTO patents (1976-2016). The task is: Predict the product of the given reaction. (1) Given the reactants [CH2:1]([NH:3][C:4]([C:6]1[CH:11]=[CH:10][C:9]([C:12]2[CH:13]=[C:14]3[C:20]([CH:21]([C:23]4[C:28]([F:29])=[CH:27][CH:26]=[C:25]([NH:30][S:31]([CH2:34][CH2:35][CH3:36])(=[O:33])=[O:32])[C:24]=4[F:37])[OH:22])=[CH:19][NH:18][C:15]3=[N:16][CH:17]=2)=[CH:8][N:7]=1)=[O:5])[CH3:2].CC(OI1(OC(C)=O)(OC(C)=O)OC(=O)C2C=CC=CC1=2)=O.CN(C)C=O, predict the reaction product. The product is: [CH2:1]([NH:3][C:4]([C:6]1[CH:11]=[CH:10][C:9]([C:12]2[CH:13]=[C:14]3[C:20]([C:21](=[O:22])[C:23]4[C:28]([F:29])=[CH:27][CH:26]=[C:25]([NH:30][S:31]([CH2:34][CH2:35][CH3:36])(=[O:33])=[O:32])[C:24]=4[F:37])=[CH:19][NH:18][C:15]3=[N:16][CH:17]=2)=[CH:8][N:7]=1)=[O:5])[CH3:2]. (2) Given the reactants S(=O)(=O)(O)O.[CH3:6][NH:7][C:8](=[O:47])[C@:9]([CH3:46])([N:20]([CH3:45])[C:21](=[O:44])[C:22]1[CH:27]=[CH:26][C:25]([C:28]#[C:29][C:30]2[CH:35]=[CH:34][C:33]([CH2:36][N:37]3[CH2:43][CH2:42][CH2:41][O:40][CH2:39][CH2:38]3)=[CH:32][CH:31]=2)=[CH:24][CH:23]=1)[C:10]([NH:12][O:13]C1CCCCO1)=[O:11].[OH-].[Na+].C(=O)([O-])O.[Na+].[Cl-].[Na+], predict the reaction product. The product is: [OH:13][NH:12][C:10](=[O:11])[C@@:9]([CH3:46])([N:20]([CH3:45])[C:21](=[O:44])[C:22]1[CH:23]=[CH:24][C:25]([C:28]#[C:29][C:30]2[CH:35]=[CH:34][C:33]([CH2:36][N:37]3[CH2:43][CH2:42][CH2:41][O:40][CH2:39][CH2:38]3)=[CH:32][CH:31]=2)=[CH:26][CH:27]=1)[C:8]([NH:7][CH3:6])=[O:47]. (3) Given the reactants [Cl:1][C:2]1[N:7]=[CH:6][N:5]=[C:4]([NH2:8])[CH:3]=1.[CH:9]1([O:14][C:15]2[CH:16]=[C:17]([CH:20]=[CH:21][C:22]=2[O:23][CH3:24])[CH:18]=O)[CH2:13][CH2:12][CH2:11][CH2:10]1.CC(O)=O, predict the reaction product. The product is: [Cl:1][C:2]1[N:7]=[CH:6][N:5]=[C:4]([NH:8][CH2:18][C:17]2[CH:20]=[CH:21][C:22]([O:23][CH3:24])=[C:15]([O:14][CH:9]3[CH2:13][CH2:12][CH2:11][CH2:10]3)[CH:16]=2)[CH:3]=1. (4) Given the reactants Cl[C:2]1[N:7]=[CH:6][N:5]=[C:4]([NH:8][C:9]2[CH:17]=[CH:16][C:12]([C:13]([OH:15])=[O:14])=[CH:11][CH:10]=2)[CH:3]=1.[CH3:18][NH:19][CH3:20].C(N(CC)CC)C, predict the reaction product. The product is: [CH3:18][N:19]([CH3:20])[C:2]1[N:7]=[CH:6][N:5]=[C:4]([NH:8][C:9]2[CH:17]=[CH:16][C:12]([C:13]([OH:15])=[O:14])=[CH:11][CH:10]=2)[CH:3]=1.